From a dataset of Forward reaction prediction with 1.9M reactions from USPTO patents (1976-2016). Predict the product of the given reaction. (1) Given the reactants [N-:1]=[N+:2]=[N-:3].[Na+].Br[CH2:6]/[CH:7]=[CH:8]/[C:9]([O:11][CH3:12])=[O:10], predict the reaction product. The product is: [N:1]([CH2:6]/[CH:7]=[CH:8]/[C:9]([O:11][CH3:12])=[O:10])=[N+:2]=[N-:3]. (2) Given the reactants [CH2:1]([O:3][C:4](=[O:7])[CH2:5][SH:6])[CH3:2].[H-].[Na+].Br[C:11]1[CH:18]=[CH:17][C:14]([CH:15]=[O:16])=[CH:13][CH:12]=1, predict the reaction product. The product is: [CH:15]([C:14]1[CH:17]=[CH:18][C:11]([S:6][CH2:5][C:4]([O:3][CH2:1][CH3:2])=[O:7])=[CH:12][CH:13]=1)=[O:16]. (3) The product is: [CH3:17][NH:18][C:19]([C:21]1[C:29]2[C:24](=[CH:25][C:26]([O:30][C:2]3[CH:7]=[CH:6][N:5]=[C:4]4[CH:8]=[C:9]([C:11]5[CH:16]=[CH:15][CH:14]=[CH:13][N:12]=5)[S:10][C:3]=34)=[CH:27][CH:28]=2)[N:23]([CH3:31])[C:22]=1[CH3:32])=[O:20]. Given the reactants Cl[C:2]1[CH:7]=[CH:6][N:5]=[C:4]2[CH:8]=[C:9]([C:11]3[CH:16]=[CH:15][CH:14]=[CH:13][N:12]=3)[S:10][C:3]=12.[CH3:17][NH:18][C:19]([C:21]1[C:29]2[C:24](=[CH:25][C:26]([OH:30])=[CH:27][CH:28]=2)[N:23]([CH3:31])[C:22]=1[CH3:32])=[O:20].C([O-])([O-])=O.[Cs+].[Cs+], predict the reaction product. (4) Given the reactants [F:1][C:2]1[CH:10]=[CH:9][C:5]([C:6]([OH:8])=[O:7])=[CH:4][C:3]=1[C:11]([F:14])([F:13])[F:12].C(=O)([O-])[O-].[K+].[K+].[CH2:21](Br)[C:22]1[CH:27]=[CH:26][CH:25]=[CH:24][CH:23]=1.O, predict the reaction product. The product is: [CH2:21]([O:7][C:6](=[O:8])[C:5]1[CH:9]=[CH:10][C:2]([F:1])=[C:3]([C:11]([F:12])([F:13])[F:14])[CH:4]=1)[C:22]1[CH:27]=[CH:26][CH:25]=[CH:24][CH:23]=1. (5) Given the reactants [F:1][C:2]1[CH:34]=[CH:33][C:5]([C:6]([NH:8][C:9]2([C:15]([NH:17][CH:18]3[CH2:23][CH2:22][N:21]([C:24]4[CH:29]=[CH:28][C:27]([F:30])=[CH:26][C:25]=4[NH2:31])[CH2:20][CH:19]3[OH:32])=[O:16])[CH2:14][CH2:13][CH2:12][CH2:11][CH2:10]2)=[O:7])=[CH:4][CH:3]=1.[F:35][C:36]1[C:44]([F:45])=[C:43]([F:46])[CH:42]=[CH:41][C:37]=1[C:38](Cl)=[O:39], predict the reaction product. The product is: [F:1][C:2]1[CH:34]=[CH:33][C:5]([C:6]([NH:8][C:9]2([C:15]([NH:17][CH:18]3[CH2:23][CH2:22][N:21]([C:24]4[CH:29]=[CH:28][C:27]([F:30])=[CH:26][C:25]=4[NH:31][C:38](=[O:39])[C:37]4[CH:41]=[CH:42][C:43]([F:46])=[C:44]([F:45])[C:36]=4[F:35])[CH2:20][C:19]3=[O:32])=[O:16])[CH2:10][CH2:11][CH2:12][CH2:13][CH2:14]2)=[O:7])=[CH:4][CH:3]=1. (6) Given the reactants [F:1][C:2]1[CH:10]=[C:9]2[C:5]([C:6]([CH:11]=[C:12]([N+:14]([O-])=O)[CH3:13])=[CH:7][NH:8]2)=[CH:4][CH:3]=1.[H-].[H-].[H-].[H-].[Li+].[Al+3].O, predict the reaction product. The product is: [CH3:13][CH:12]([CH2:11][C:6]1[C:5]2[C:9](=[CH:10][C:2]([F:1])=[CH:3][CH:4]=2)[NH:8][CH:7]=1)[NH2:14]. (7) Given the reactants C1(S([C:10]([F:21])([F:20])[CH2:11][CH2:12][CH2:13][C:14]2[CH:19]=[CH:18][CH:17]=[CH:16][CH:15]=2)(=O)=O)C=CC=CC=1.CC([O-])(C)C.[K+], predict the reaction product. The product is: [F:20][C:10]([F:21])=[CH:11][CH2:12][CH2:13][C:14]1[CH:19]=[CH:18][CH:17]=[CH:16][CH:15]=1. (8) Given the reactants [C:1]([NH:4][C:5]1[CH:10]=[C:9]([Cl:11])[C:8]([F:12])=[CH:7][C:6]=1/[CH:13]=[CH:14]/[C:15]([OH:17])=O)(=[O:3])[CH3:2].[F:18][C:19]1[CH:33]=[CH:32][C:22]([CH2:23][N:24]2[CH2:30][CH:29]3[NH:31][CH:26]([CH2:27][CH2:28]3)[CH2:25]2)=[CH:21][CH:20]=1.CCN=C=NCCCN(C)C.Cl.OC1C2N=NNC=2C=CC=1, predict the reaction product. The product is: [Cl:11][C:9]1[C:8]([F:12])=[CH:7][C:6](/[CH:13]=[CH:14]/[C:15]([N:31]2[CH:29]3[CH2:28][CH2:27][CH:26]2[CH2:25][N:24]([CH2:23][C:22]2[CH:32]=[CH:33][C:19]([F:18])=[CH:20][CH:21]=2)[CH2:30]3)=[O:17])=[C:5]([NH:4][C:1](=[O:3])[CH3:2])[CH:10]=1. (9) The product is: [Si:6]([O:13][CH2:14][CH2:15][N:16]([C:48]#[N:47])[C:17]1[CH:18]=[CH:19][C:20]([NH:23][C:24]([C:26]2[C:31]([C:32]([NH:34][C:35]3[CH:40]=[CH:39][C:38]([Cl:41])=[CH:37][N:36]=3)=[O:33])=[N:30][CH:29]=[CH:28][N:27]=2)=[O:25])=[CH:21][CH:22]=1)([C:9]([CH3:12])([CH3:10])[CH3:11])([CH3:7])[CH3:8]. Given the reactants C1COCC1.[Si:6]([O:13][CH2:14][CH2:15][NH:16][C:17]1[CH:22]=[CH:21][C:20]([NH:23][C:24]([C:26]2[C:31]([C:32]([NH:34][C:35]3[CH:40]=[CH:39][C:38]([Cl:41])=[CH:37][N:36]=3)=[O:33])=[N:30][CH:29]=[CH:28][N:27]=2)=[O:25])=[CH:19][CH:18]=1)([C:9]([CH3:12])([CH3:11])[CH3:10])([CH3:8])[CH3:7].C(=O)(O)[O-].[Na+].[N:47]#[C:48]Br, predict the reaction product.